Predict the reactants needed to synthesize the given product. From a dataset of Full USPTO retrosynthesis dataset with 1.9M reactions from patents (1976-2016). Given the product [F:1][C:2]1[CH:3]=[C:4]2[C:5](=[CH:6][CH:7]=1)[C:8]1[C:9](=[C:10]3[C:15](=[CH:16][CH:17]=1)[CH:14]=[C:13]([O:18][CH3:19])[CH:12]=[CH:11]3)[CH:20]([C:22]1[CH:27]=[CH:26][C:25]([O:28][CH2:29][CH2:30][N:31]3[CH2:32][CH2:33][CH2:34][CH2:35][CH2:36]3)=[CH:24][CH:23]=1)[S:37]2, predict the reactants needed to synthesize it. The reactants are: [F:1][C:2]1[CH:7]=[CH:6][C:5]([C:8]2[CH:17]=[CH:16][C:15]3[C:10](=[CH:11][CH:12]=[C:13]([O:18][CH3:19])[CH:14]=3)[C:9]=2[C:20]([C:22]2[CH:27]=[CH:26][C:25]([O:28][CH2:29][CH2:30][N:31]3[CH2:36][CH2:35][CH2:34][CH2:33][CH2:32]3)=[CH:24][CH:23]=2)=O)=[C:4]([S:37]C)[CH:3]=1.[H-].[Al+3].[Li+].[H-].[H-].[H-].[Cl-].[NH4+].C(N(C(C)C)CC)(C)C.CS(Cl)(=O)=O.C(=O)(O)[O-].[Na+].